From a dataset of Forward reaction prediction with 1.9M reactions from USPTO patents (1976-2016). Predict the product of the given reaction. Given the reactants B(Br)(Br)Br.[Br:5][C:6]1[CH:7]=[CH:8][C:9]([Cl:14])=[C:10]([O:12]C)[CH:11]=1, predict the reaction product. The product is: [Br:5][C:6]1[CH:11]=[C:10]([OH:12])[C:9]([Cl:14])=[CH:8][CH:7]=1.